This data is from Volume of distribution at steady state (VDss) regression data from Lombardo et al.. The task is: Regression/Classification. Given a drug SMILES string, predict its absorption, distribution, metabolism, or excretion properties. Task type varies by dataset: regression for continuous measurements (e.g., permeability, clearance, half-life) or binary classification for categorical outcomes (e.g., BBB penetration, CYP inhibition). For this dataset (vdss_lombardo), we predict log10(VDss) (log10 of volume of distribution in L/kg). (1) The molecule is C/C=C(\C)C(=O)OC1C(OC(C)=O)C2(CO)C(O)CC3(C)C(=CCC4C5(C)CCC(OC6OC(C(=O)[O-])C(OC7OC(CO)C(O)C(O)C7O)C(O)C6OC6OC(CO)C(O)C(O)C6O)C(C)(CO)C5CCC43C)C2CC1(C)C. The log10(VDss) is -0.550. (2) The molecule is Nc1[nH]c(=O)ncc1F. The log10(VDss) is -0.170. (3) The compound is CCOc1ccc2c(c1)C1(CCC(OCCN3CCOCC3)CC1)C(=O)N2S(=O)(=O)c1ccc(C(=O)NC(C)(C)C)cc1OC. The log10(VDss) is 0.850. (4) The drug is C[NH+]1C2CCC1CC(=C1c3ccccc3CSc3ccccc31)C2. The log10(VDss) is 1.07. (5) The drug is CC(O)C1C(=O)N2C(C(=O)[O-])=C(SC3CCS(=O)C3)SC12. The log10(VDss) is -0.680.